This data is from Ames mutagenicity test results for genotoxicity prediction. The task is: Regression/Classification. Given a drug SMILES string, predict its toxicity properties. Task type varies by dataset: regression for continuous values (e.g., LD50, hERG inhibition percentage) or binary classification for toxic/non-toxic outcomes (e.g., AMES mutagenicity, cardiotoxicity, hepatotoxicity). Dataset: ames. (1) The drug is CC(C)CC(C)Nc1ccc(Nc2ccccc2)cc1. The result is 0 (non-mutagenic). (2) The molecule is OCc1c2ccccc2c(CO)c2c1ccc1ccccc12. The result is 1 (mutagenic). (3) The drug is O=C(O)Cc1ccccc1Cl. The result is 0 (non-mutagenic). (4) The drug is O=P(O)(O)OCC(O)CO. The result is 0 (non-mutagenic). (5) The compound is CS(=O)(=O)OCCc1ccc(OCc2ccccc2)cc1. The result is 1 (mutagenic). (6) The compound is O=NN1CC=CCC1. The result is 1 (mutagenic). (7) The compound is ClCc1ccc2ccc3cc4ccccc4c4ccc1c2c34. The result is 0 (non-mutagenic). (8) The molecule is COc1c(C(=O)O)c(O)nc2ccccc12. The result is 0 (non-mutagenic).